This data is from Forward reaction prediction with 1.9M reactions from USPTO patents (1976-2016). The task is: Predict the product of the given reaction. (1) Given the reactants [CH2:1]([N:5]1[C:14](=[O:15])[C:13]2[NH:12][CH:11]=[N:10][C:9]=2[N:8]([CH2:16][CH2:17][CH2:18][CH3:19])[C:6]1=[O:7])[CH2:2][CH2:3][CH3:4].C([O-])([O-])=O.[K+].[K+].[CH2:26](Br)[CH:27]=[CH2:28], predict the reaction product. The product is: [CH2:1]([N:5]1[C:14](=[O:15])[C:13]2[N:12]([CH2:28][CH:27]=[CH2:26])[CH:11]=[N:10][C:9]=2[N:8]([CH2:16][CH2:17][CH2:18][CH3:19])[C:6]1=[O:7])[CH2:2][CH2:3][CH3:4]. (2) Given the reactants [Li+].[OH-].C[O:4][C:5]([C:7]1[CH:8]=[CH:9][C:10]2[CH:14]=[C:13]([C:15]3[C:20]([Cl:21])=[CH:19][N:18]=[C:17]([NH:22][CH2:23][CH2:24][CH2:25][N:26]4[CH2:31][CH2:30][N:29]([CH3:32])[CH2:28][CH2:27]4)[N:16]=3)[S:12][C:11]=2[CH:33]=1)=[O:6].C1COCC1.[ClH:39], predict the reaction product. The product is: [ClH:21].[ClH:39].[ClH:21].[Cl:21][C:20]1[C:15]([C:13]2[S:12][C:11]3[CH:33]=[C:7]([C:5]([OH:6])=[O:4])[CH:8]=[CH:9][C:10]=3[CH:14]=2)=[N:16][C:17]([NH:22][CH2:23][CH2:24][CH2:25][N:26]2[CH2:27][CH2:28][N:29]([CH3:32])[CH2:30][CH2:31]2)=[N:18][CH:19]=1. (3) Given the reactants [F:1][C:2]1[CH:7]=[CH:6][C:5]([C:8]2[C:9](=[O:25])[O:10][C:11](=O)[C:12]=2[C:13]2[CH:23]=[CH:22][C:16]3[O:17][CH2:18][C:19](=[O:21])[NH:20][C:15]=3[CH:14]=2)=[CH:4][CH:3]=1.[F:26][C:27]([F:31])([F:30])[CH2:28][NH2:29], predict the reaction product. The product is: [F:1][C:2]1[CH:3]=[CH:4][C:5]([C:8]2[C:9](=[O:25])[N:29]([CH2:28][C:27]([F:31])([F:30])[F:26])[C:11](=[O:10])[C:12]=2[C:13]2[CH:23]=[CH:22][C:16]3[O:17][CH2:18][C:19](=[O:21])[NH:20][C:15]=3[CH:14]=2)=[CH:6][CH:7]=1.